This data is from Retrosynthesis with 50K atom-mapped reactions and 10 reaction types from USPTO. The task is: Predict the reactants needed to synthesize the given product. (1) Given the product CCC(CC)c1ccc(Cl)c2nc(Oc3c(C)cc(S(C)=O)cc3Cl)n(C)c12, predict the reactants needed to synthesize it. The reactants are: CCC(CC)c1ccc(Cl)c2nc(Oc3c(C)cc(SC)cc3Cl)n(C)c12.O=C([O-])O. (2) Given the product Cc1ccc2c(c1)C1(COc3cc4c(cc31)OCCO4)C(=O)N2C(c1ccccc1)c1ccccc1, predict the reactants needed to synthesize it. The reactants are: CC(=O)[O-].O=C1N(C(c2ccccc2)c2ccccc2)c2ccc(Br)cc2C12COc1cc3c(cc12)OCCO3. (3) The reactants are: CC(C)(C)OC(=O)Nc1ccc2ncccc2c1Br.Cc1ccccc1B(O)O. Given the product Cc1ccccc1-c1c(NC(=O)OC(C)(C)C)ccc2ncccc12, predict the reactants needed to synthesize it. (4) Given the product COc1ccc(-c2nccnc2C2CNC2)cc1, predict the reactants needed to synthesize it. The reactants are: COc1ccc(-c2nccnc2C2CN(C(=O)OC(C)(C)C)C2)cc1. (5) Given the product CC(C)Oc1ccc(-c2nc(-c3cccc4c3CCN(CC(=O)OC(C)(C)C)C4)no2)cc1C#N, predict the reactants needed to synthesize it. The reactants are: CC(C)(C)OC(=O)CBr.CC(C)Oc1ccc(-c2nc(-c3cccc4c3CCNC4)no2)cc1C#N.